This data is from NCI-60 drug combinations with 297,098 pairs across 59 cell lines. The task is: Regression. Given two drug SMILES strings and cell line genomic features, predict the synergy score measuring deviation from expected non-interaction effect. (1) Drug 1: CNC(=O)C1=CC=CC=C1SC2=CC3=C(C=C2)C(=NN3)C=CC4=CC=CC=N4. Drug 2: CC12CCC3C(C1CCC2OP(=O)(O)O)CCC4=C3C=CC(=C4)OC(=O)N(CCCl)CCCl.[Na+]. Cell line: RPMI-8226. Synergy scores: CSS=-5.31, Synergy_ZIP=1.34, Synergy_Bliss=-10.0, Synergy_Loewe=-15.1, Synergy_HSA=-15.0. (2) Drug 1: CC1C(C(=O)NC(C(=O)N2CCCC2C(=O)N(CC(=O)N(C(C(=O)O1)C(C)C)C)C)C(C)C)NC(=O)C3=C4C(=C(C=C3)C)OC5=C(C(=O)C(=C(C5=N4)C(=O)NC6C(OC(=O)C(N(C(=O)CN(C(=O)C7CCCN7C(=O)C(NC6=O)C(C)C)C)C)C(C)C)C)N)C. Drug 2: CC(C)CN1C=NC2=C1C3=CC=CC=C3N=C2N. Cell line: KM12. Synergy scores: CSS=19.0, Synergy_ZIP=-4.26, Synergy_Bliss=-8.44, Synergy_Loewe=-8.59, Synergy_HSA=-9.77. (3) Drug 1: CC1=CC2C(CCC3(C2CCC3(C(=O)C)OC(=O)C)C)C4(C1=CC(=O)CC4)C. Drug 2: CC1CCCC2(C(O2)CC(NC(=O)CC(C(C(=O)C(C1O)C)(C)C)O)C(=CC3=CSC(=N3)C)C)C. Cell line: MDA-MB-435. Synergy scores: CSS=-1.08, Synergy_ZIP=2.58, Synergy_Bliss=3.31, Synergy_Loewe=-13.5, Synergy_HSA=-2.16. (4) Drug 1: C1=NC2=C(N1)C(=S)N=C(N2)N. Drug 2: COC1=NC(=NC2=C1N=CN2C3C(C(C(O3)CO)O)O)N. Cell line: SN12C. Synergy scores: CSS=12.4, Synergy_ZIP=-5.46, Synergy_Bliss=-2.01, Synergy_Loewe=-14.2, Synergy_HSA=-1.88. (5) Cell line: CCRF-CEM. Synergy scores: CSS=48.2, Synergy_ZIP=-6.69, Synergy_Bliss=-9.47, Synergy_Loewe=-18.1, Synergy_HSA=-6.31. Drug 2: C1=NNC2=C1C(=O)NC=N2. Drug 1: C1=CC(=CC=C1CCCC(=O)O)N(CCCl)CCCl.